The task is: Predict the product of the given reaction.. This data is from Forward reaction prediction with 1.9M reactions from USPTO patents (1976-2016). (1) Given the reactants FC(F)(F)S(O[C:7]1[CH:12]=[CH:11][C:10]([C:13]2[C:30]3[C:21](=[C:22]([C:37]4[CH:42]=[CH:41][CH:40]=[CH:39][CH:38]=4)[C:23]4[C:28]([C:29]=3[C:31]3[CH:36]=[CH:35][CH:34]=[CH:33][CH:32]=3)=[CH:27][CH:26]=[CH:25][CH:24]=4)[C:20]([C:43]3[CH:48]=[CH:47][C:46](OS(C(F)(F)F)(=O)=O)=[CH:45][CH:44]=3)=[C:19]3[C:14]=2[CH:15]=[CH:16][CH:17]=[CH:18]3)=[CH:9][CH:8]=1)(=O)=O.C(O[SiH:62](OCC)OCC)C, predict the reaction product. The product is: [CH:34]1[CH:33]=[CH:32][C:31]([C:29]2[C:30]3[C:21](=[C:20]([C:43]4[CH:48]=[CH:47][CH:46]=[CH:45][CH:44]=4)[C:19]4[C:14]([C:13]=3[C:10]3[CH:9]=[CH:8][CH:7]=[CH:12][CH:11]=3)=[CH:15][CH:16]=[CH:17][CH:18]=4)[C:22]([C:37]3[CH:42]=[CH:41][CH:40]=[CH:39][CH:38]=3)=[C:23]3[C:28]=2[CH:27]=[CH:26][CH:25]=[CH:24]3)=[CH:36][CH:35]=1.[SiH4:62]. (2) The product is: [C:22]1([C:31]2[CH:32]=[CH:33][CH:34]=[CH:35][CH:36]=2)[CH:27]=[CH:26][CH:25]=[C:24]([C:2]2[N:7]=[C:6]([C:8]3[CH:13]=[CH:12][CH:11]=[C:10]([Cl:14])[CH:9]=3)[N:5]=[C:4]([C:15]3[CH:20]=[CH:19][CH:18]=[C:17]([Cl:21])[CH:16]=3)[N:3]=2)[CH:23]=1. Given the reactants Cl[C:2]1[N:7]=[C:6]([C:8]2[CH:13]=[CH:12][CH:11]=[C:10]([Cl:14])[CH:9]=2)[N:5]=[C:4]([C:15]2[CH:20]=[CH:19][CH:18]=[C:17]([Cl:21])[CH:16]=2)[N:3]=1.[C:22]1([C:31]2[CH:36]=[CH:35][CH:34]=[CH:33][CH:32]=2)[CH:27]=[CH:26][CH:25]=[C:24](B(O)O)[CH:23]=1.C([O-])([O-])=O.[K+].[K+], predict the reaction product. (3) Given the reactants [C:1]([Si:5]([O:8][CH:9]([CH2:14][CH2:15][C:16]1[CH:21]=[CH:20][C:19]([C:22]([CH2:41][CH3:42])([C:25]2[CH:30]=[CH:29][C:28](B3OC(C)(C)C(C)(C)O3)=[C:27]([CH3:40])[CH:26]=2)[CH2:23][CH3:24])=[CH:18][C:17]=1[CH3:43])[C:10]([CH3:13])([CH3:12])[CH3:11])([CH3:7])[CH3:6])([CH3:4])([CH3:3])[CH3:2].C1(P(C2CCCCC2)C2C=CC=CC=2C2C(OC)=CC=CC=2OC)CCCCC1.P([O-])([O-])([O-])=O.[K+].[K+].[K+].[CH3:81][O:82][C:83](=[O:93])[CH2:84][C:85]1[CH:90]=[CH:89][C:88](Cl)=[CH:87][C:86]=1[F:92], predict the reaction product. The product is: [CH3:81][O:82][C:83](=[O:93])[CH2:84][C:85]1[CH:90]=[CH:89][C:88]([C:28]2[CH:29]=[CH:30][C:25]([C:22]([C:19]3[CH:20]=[CH:21][C:16]([CH2:15][CH2:14][CH:9]([O:8][Si:5]([C:1]([CH3:4])([CH3:3])[CH3:2])([CH3:6])[CH3:7])[C:10]([CH3:13])([CH3:12])[CH3:11])=[C:17]([CH3:43])[CH:18]=3)([CH2:23][CH3:24])[CH2:41][CH3:42])=[CH:26][C:27]=2[CH3:40])=[CH:87][C:86]=1[F:92]. (4) Given the reactants [CH3:1][N:2]1[CH2:7][CH2:6][NH:5][CH2:4][CH2:3]1.[NH2:8][C:9]1[N:18]=[C:17](Cl)[C:16]2[C:11](=[CH:12][C:13]([C:20]([O:22][CH3:23])=[O:21])=[CH:14][CH:15]=2)[N:10]=1.C(N(CC)CC)C, predict the reaction product. The product is: [NH2:8][C:9]1[N:18]=[C:17]([N:5]2[CH2:6][CH2:7][N:2]([CH3:1])[CH2:3][CH2:4]2)[C:16]2[C:11](=[CH:12][C:13]([C:20]([O:22][CH3:23])=[O:21])=[CH:14][CH:15]=2)[N:10]=1. (5) Given the reactants [C:1]([O:5][C:6]([N:8]1[CH:12]=[CH:11][CH:10]=[C:9]1B(O)O)=[O:7])([CH3:4])([CH3:3])[CH3:2].C(=O)([O-])[O-].[Na+].[Na+].[C:22]([O:25][C:26]1[CH:48]=[CH:47][C:46]([N:49]2[CH2:54][CH2:53][CH2:52][CH2:51][CH2:50]2)=[CH:45][C:27]=1[C:28]([NH:30][C:31]1[CH:43]=[C:42](Br)[CH:41]=[CH:40][C:32]=1[C:33]([O:35][C:36]([CH3:39])([CH3:38])[CH3:37])=[O:34])=[O:29])(=[O:24])[CH3:23].C(O)(=O)CC(CC(O)=O)(C(O)=O)O, predict the reaction product. The product is: [C:22]([O:25][C:26]1[CH:48]=[CH:47][C:46]([N:49]2[CH2:50][CH2:51][CH2:52][CH2:53][CH2:54]2)=[CH:45][C:27]=1[C:28]([NH:30][C:31]1[CH:43]=[C:42]([C:9]2[N:8]([C:6]([O:5][C:1]([CH3:4])([CH3:3])[CH3:2])=[O:7])[CH:12]=[CH:11][CH:10]=2)[CH:41]=[CH:40][C:32]=1[C:33]([O:35][C:36]([CH3:39])([CH3:38])[CH3:37])=[O:34])=[O:29])(=[O:24])[CH3:23].